This data is from NCI-60 drug combinations with 297,098 pairs across 59 cell lines. The task is: Regression. Given two drug SMILES strings and cell line genomic features, predict the synergy score measuring deviation from expected non-interaction effect. (1) Drug 1: CCC1(CC2CC(C3=C(CCN(C2)C1)C4=CC=CC=C4N3)(C5=C(C=C6C(=C5)C78CCN9C7C(C=CC9)(C(C(C8N6C)(C(=O)OC)O)OC(=O)C)CC)OC)C(=O)OC)O.OS(=O)(=O)O. Drug 2: COCCOC1=C(C=C2C(=C1)C(=NC=N2)NC3=CC=CC(=C3)C#C)OCCOC.Cl. Cell line: NCIH23. Synergy scores: CSS=-0.283, Synergy_ZIP=0.826, Synergy_Bliss=1.00, Synergy_Loewe=-1.26, Synergy_HSA=-1.29. (2) Drug 1: CN(C)C1=NC(=NC(=N1)N(C)C)N(C)C. Drug 2: C1=CC(=CC=C1CC(C(=O)O)N)N(CCCl)CCCl.Cl. Cell line: 786-0. Synergy scores: CSS=28.6, Synergy_ZIP=7.93, Synergy_Bliss=13.6, Synergy_Loewe=1.93, Synergy_HSA=10.5. (3) Drug 1: C1=C(C(=O)NC(=O)N1)F. Drug 2: CC1C(C(=O)NC(C(=O)N2CCCC2C(=O)N(CC(=O)N(C(C(=O)O1)C(C)C)C)C)C(C)C)NC(=O)C3=C4C(=C(C=C3)C)OC5=C(C(=O)C(=C(C5=N4)C(=O)NC6C(OC(=O)C(N(C(=O)CN(C(=O)C7CCCN7C(=O)C(NC6=O)C(C)C)C)C)C(C)C)C)N)C. Cell line: HOP-92. Synergy scores: CSS=22.4, Synergy_ZIP=6.37, Synergy_Bliss=1.84, Synergy_Loewe=2.13, Synergy_HSA=2.13. (4) Drug 1: CCCCCOC(=O)NC1=NC(=O)N(C=C1F)C2C(C(C(O2)C)O)O. Drug 2: C#CCC(CC1=CN=C2C(=N1)C(=NC(=N2)N)N)C3=CC=C(C=C3)C(=O)NC(CCC(=O)O)C(=O)O. Cell line: RPMI-8226. Synergy scores: CSS=53.2, Synergy_ZIP=6.44, Synergy_Bliss=0.577, Synergy_Loewe=-5.81, Synergy_HSA=-5.20. (5) Drug 1: CC1=C2C(C(=O)C3(C(CC4C(C3C(C(C2(C)C)(CC1OC(=O)C(C(C5=CC=CC=C5)NC(=O)OC(C)(C)C)O)O)OC(=O)C6=CC=CC=C6)(CO4)OC(=O)C)O)C)O. Drug 2: CC1C(C(CC(O1)OC2CC(CC3=C2C(=C4C(=C3O)C(=O)C5=C(C4=O)C(=CC=C5)OC)O)(C(=O)CO)O)N)O.Cl. Cell line: SNB-19. Synergy scores: CSS=24.7, Synergy_ZIP=-8.22, Synergy_Bliss=-7.44, Synergy_Loewe=-6.13, Synergy_HSA=-4.55. (6) Drug 1: C1=CC(=CC=C1C#N)C(C2=CC=C(C=C2)C#N)N3C=NC=N3. Drug 2: CC12CCC3C(C1CCC2OP(=O)(O)O)CCC4=C3C=CC(=C4)OC(=O)N(CCCl)CCCl.[Na+]. Cell line: HCT116. Synergy scores: CSS=16.0, Synergy_ZIP=-6.88, Synergy_Bliss=-4.39, Synergy_Loewe=-14.9, Synergy_HSA=-6.72. (7) Drug 1: CCCS(=O)(=O)NC1=C(C(=C(C=C1)F)C(=O)C2=CNC3=C2C=C(C=N3)C4=CC=C(C=C4)Cl)F. Drug 2: C1=C(C(=O)NC(=O)N1)N(CCCl)CCCl. Cell line: TK-10. Synergy scores: CSS=16.8, Synergy_ZIP=-5.12, Synergy_Bliss=2.92, Synergy_Loewe=2.35, Synergy_HSA=3.63. (8) Drug 1: C1=CC(=C2C(=C1NCCNCCO)C(=O)C3=C(C=CC(=C3C2=O)O)O)NCCNCCO. Drug 2: CC1C(C(CC(O1)OC2CC(OC(C2O)C)OC3=CC4=CC5=C(C(=O)C(C(C5)C(C(=O)C(C(C)O)O)OC)OC6CC(C(C(O6)C)O)OC7CC(C(C(O7)C)O)OC8CC(C(C(O8)C)O)(C)O)C(=C4C(=C3C)O)O)O)O. Cell line: HOP-92. Synergy scores: CSS=36.1, Synergy_ZIP=2.67, Synergy_Bliss=3.10, Synergy_Loewe=-8.32, Synergy_HSA=4.22. (9) Drug 2: C(CC(=O)O)C(=O)CN.Cl. Synergy scores: CSS=14.9, Synergy_ZIP=-4.17, Synergy_Bliss=4.27, Synergy_Loewe=-23.4, Synergy_HSA=-1.36. Cell line: T-47D. Drug 1: CC1CCC2CC(C(=CC=CC=CC(CC(C(=O)C(C(C(=CC(C(=O)CC(OC(=O)C3CCCCN3C(=O)C(=O)C1(O2)O)C(C)CC4CCC(C(C4)OC)O)C)C)O)OC)C)C)C)OC. (10) Drug 1: C1C(C(OC1N2C=C(C(=O)NC2=O)F)CO)O. Drug 2: CC1=C(N=C(N=C1N)C(CC(=O)N)NCC(C(=O)N)N)C(=O)NC(C(C2=CN=CN2)OC3C(C(C(C(O3)CO)O)O)OC4C(C(C(C(O4)CO)O)OC(=O)N)O)C(=O)NC(C)C(C(C)C(=O)NC(C(C)O)C(=O)NCCC5=NC(=CS5)C6=NC(=CS6)C(=O)NCCC[S+](C)C)O. Cell line: NCI-H226. Synergy scores: CSS=19.2, Synergy_ZIP=-3.57, Synergy_Bliss=1.62, Synergy_Loewe=-0.846, Synergy_HSA=0.533.